Dataset: Peptide-MHC class I binding affinity with 185,985 pairs from IEDB/IMGT. Task: Regression. Given a peptide amino acid sequence and an MHC pseudo amino acid sequence, predict their binding affinity value. This is MHC class I binding data. The peptide sequence is RQEMASRGLW. The MHC is HLA-A01:01 with pseudo-sequence HLA-A01:01. The binding affinity (normalized) is 0.